From a dataset of NCI-60 drug combinations with 297,098 pairs across 59 cell lines. Regression. Given two drug SMILES strings and cell line genomic features, predict the synergy score measuring deviation from expected non-interaction effect. (1) Drug 1: CC1=C(C(CCC1)(C)C)C=CC(=CC=CC(=CC(=O)O)C)C. Drug 2: CC1=C(C=C(C=C1)NC(=O)C2=CC=C(C=C2)CN3CCN(CC3)C)NC4=NC=CC(=N4)C5=CN=CC=C5. Cell line: HOP-92. Synergy scores: CSS=1.52, Synergy_ZIP=1.64, Synergy_Bliss=3.58, Synergy_Loewe=-1.32, Synergy_HSA=-0.636. (2) Drug 1: CN(C)C1=NC(=NC(=N1)N(C)C)N(C)C. Drug 2: C1=CC(=CC=C1CCCC(=O)O)N(CCCl)CCCl. Cell line: MOLT-4. Synergy scores: CSS=28.9, Synergy_ZIP=-4.18, Synergy_Bliss=-9.44, Synergy_Loewe=-34.8, Synergy_HSA=-11.7. (3) Drug 1: CS(=O)(=O)C1=CC(=C(C=C1)C(=O)NC2=CC(=C(C=C2)Cl)C3=CC=CC=N3)Cl. Drug 2: CC=C1C(=O)NC(C(=O)OC2CC(=O)NC(C(=O)NC(CSSCCC=C2)C(=O)N1)C(C)C)C(C)C. Cell line: OVCAR-5. Synergy scores: CSS=68.0, Synergy_ZIP=-4.83, Synergy_Bliss=-6.41, Synergy_Loewe=-16.3, Synergy_HSA=-5.92. (4) Drug 1: COC1=NC(=NC2=C1N=CN2C3C(C(C(O3)CO)O)O)N. Drug 2: CN(C(=O)NC(C=O)C(C(C(CO)O)O)O)N=O. Cell line: SF-268. Synergy scores: CSS=-1.13, Synergy_ZIP=-0.188, Synergy_Bliss=-2.04, Synergy_Loewe=-1.87, Synergy_HSA=-3.20. (5) Drug 1: C1=CC(=CC=C1C#N)C(C2=CC=C(C=C2)C#N)N3C=NC=N3. Drug 2: CCC(=C(C1=CC=CC=C1)C2=CC=C(C=C2)OCCN(C)C)C3=CC=CC=C3.C(C(=O)O)C(CC(=O)O)(C(=O)O)O. Cell line: IGROV1. Synergy scores: CSS=1.89, Synergy_ZIP=-1.46, Synergy_Bliss=0.629, Synergy_Loewe=-3.28, Synergy_HSA=-3.29. (6) Drug 1: CN(CC1=CN=C2C(=N1)C(=NC(=N2)N)N)C3=CC=C(C=C3)C(=O)NC(CCC(=O)O)C(=O)O. Drug 2: C1CC(=O)NC(=O)C1N2C(=O)C3=CC=CC=C3C2=O. Cell line: SR. Synergy scores: CSS=41.0, Synergy_ZIP=0.652, Synergy_Bliss=0.364, Synergy_Loewe=-36.8, Synergy_HSA=0.585.